From a dataset of Forward reaction prediction with 1.9M reactions from USPTO patents (1976-2016). Predict the product of the given reaction. (1) Given the reactants [CH:1]1[C:11]2[CH2:10][CH2:9][C:8]3[CH:12]=[CH:13][CH:14]=[CH:15][C:7]=3[N:6]([CH:16]3[CH2:20][CH2:19][C:18](=O)[CH2:17]3)[C:5]=2[CH:4]=[CH:3][CH:2]=1.C([O-])=O.[NH4+:25], predict the reaction product. The product is: [CH:1]1[C:11]2[CH2:10][CH2:9][C:8]3[CH:12]=[CH:13][CH:14]=[CH:15][C:7]=3[N:6]([CH:16]3[CH2:20][CH2:19][CH:18]([NH2:25])[CH2:17]3)[C:5]=2[CH:4]=[CH:3][CH:2]=1. (2) Given the reactants [Br:1][C:2]1[CH:11]=[C:10]2[C:5]([CH:6]=[CH:7][N:8]=[CH:9]2)=[CH:4][C:3]=1[O:12]C.C[S-].[Na+], predict the reaction product. The product is: [Br:1][C:2]1[CH:11]=[C:10]2[C:5]([CH:6]=[CH:7][N:8]=[CH:9]2)=[CH:4][C:3]=1[OH:12]. (3) The product is: [NH2:1][C:4]1[CH:5]=[C:6]2[C:10](=[CH:11][CH:12]=1)[N:9]([CH2:13][O:14][CH2:15][CH2:16][Si:17]([CH3:20])([CH3:18])[CH3:19])[N:8]=[C:7]2[S:21][C:22]1[CH:27]=[CH:26][CH:25]=[CH:24][CH:23]=1. Given the reactants [N+:1]([C:4]1[CH:5]=[C:6]2[C:10](=[CH:11][CH:12]=1)[N:9]([CH2:13][O:14][CH2:15][CH2:16][Si:17]([CH3:20])([CH3:19])[CH3:18])[N:8]=[C:7]2[S:21][C:22]1[CH:27]=[CH:26][CH:25]=[CH:24][CH:23]=1)([O-])=O, predict the reaction product. (4) Given the reactants C[O:2][C:3](=[O:32])[CH2:4][O:5][C:6]1[CH:14]=[CH:13][C:12]([S:15][CH2:16][C:17]2[CH:22]=[CH:21][C:20]([O:23][CH2:24][C:25]3[CH:30]=[CH:29][C:28]([Cl:31])=[CH:27][CH:26]=3)=[CH:19][CH:18]=2)=[C:11]2[C:7]=1[CH2:8][CH2:9][CH2:10]2.[K+].[Br-], predict the reaction product. The product is: [Cl:31][C:28]1[CH:27]=[CH:26][C:25]([CH2:24][O:23][C:20]2[CH:19]=[CH:18][C:17]([CH2:16][S:15][C:12]3[CH:13]=[CH:14][C:6]([O:5][CH2:4][C:3]([OH:32])=[O:2])=[C:7]4[C:11]=3[CH2:10][CH2:9][CH2:8]4)=[CH:22][CH:21]=2)=[CH:30][CH:29]=1.